Dataset: Reaction yield outcomes from USPTO patents with 853,638 reactions. Task: Predict the reaction yield, written as a fraction of the theoretical maximum amount of product (1.0 means a 100% yield; for example, 0.34 means a 34% yield). (1) The reactants are [CH3:1][O:2][C:3]1[CH:19]=[CH:18][C:6]([CH2:7][O:8][CH2:9][C:10]([CH3:17])([CH3:16])[C:11](=O)[CH2:12][C:13]#[N:14])=[CH:5][CH:4]=1.[OH-:20].[Na+].S(O)(O)(=O)=O.[NH2:27]O. The catalyst is O. The product is [CH3:16][C:10]([C:11]1[CH:12]=[C:13]([NH2:14])[O:20][N:27]=1)([CH3:17])[CH2:9][O:8][CH2:7][C:6]1[CH:18]=[CH:19][C:3]([O:2][CH3:1])=[CH:4][CH:5]=1. The yield is 0.410. (2) The reactants are C(=O)([O-])[O-].[Cs+].[Cs+].C1COCC1.CN(C=O)C.[NH2:17][C:18]1[C:19]([F:25])=[C:20]([OH:24])[CH:21]=[CH:22][CH:23]=1.Cl[C:27]1[C:36]2[C:31](=[CH:32][C:33]([O:39][CH3:40])=[C:34]([O:37][CH3:38])[CH:35]=2)[N:30]=[CH:29][N:28]=1. The catalyst is ClCCl. The product is [CH3:38][O:37][C:34]1[CH:35]=[C:36]2[C:31](=[CH:32][C:33]=1[O:39][CH3:40])[N:30]=[CH:29][N:28]=[C:27]2[O:24][C:20]1[C:19]([F:25])=[C:18]([CH:23]=[CH:22][CH:21]=1)[NH2:17]. The yield is 0.420.